Dataset: Forward reaction prediction with 1.9M reactions from USPTO patents (1976-2016). Task: Predict the product of the given reaction. Given the reactants [Br:1][C:2]1[CH:10]=[C:9]2[C:5]([CH:6]=[CH:7][NH:8]2)=[CH:4][CH:3]=1.CC(C)([O-])C.[K+].[Cl:17][C:18]1[N:23]=[C:22](Cl)[CH:21]=[CH:20][N:19]=1, predict the reaction product. The product is: [Br:1][C:2]1[CH:10]=[C:9]2[C:5]([CH:6]=[CH:7][N:8]2[C:20]2[CH:21]=[CH:22][N:23]=[C:18]([Cl:17])[N:19]=2)=[CH:4][CH:3]=1.